Dataset: Reaction yield outcomes from USPTO patents with 853,638 reactions. Task: Predict the reaction yield, written as a fraction of the theoretical maximum amount of product (1.0 means a 100% yield; for example, 0.34 means a 34% yield). (1) The reactants are [Br:1][C:2]1[CH:7]=[CH:6][C:5]([F:8])=[CH:4][N:3]=1.C([Li])CCC.CN(C)[C:16](=[O:18])[CH3:17].Cl. The catalyst is C(OCC)C. The product is [Br:1][C:2]1[N:3]=[C:4]([C:16](=[O:18])[CH3:17])[C:5]([F:8])=[CH:6][CH:7]=1. The yield is 0.340. (2) The reactants are [C:1]1([CH:7]([OH:9])[CH3:8])[CH:6]=[CH:5][CH:4]=[CH:3][CH:2]=1.[C:10](Cl)(=[O:21])[O:11][C:12]1[CH:17]=[CH:16][C:15]([N+:18]([O-:20])=[O:19])=[CH:14][CH:13]=1.O. The catalyst is C(Cl)Cl. The product is [C:10](=[O:21])([O:9][CH:7]([C:1]1[CH:6]=[CH:5][CH:4]=[CH:3][CH:2]=1)[CH3:8])[O:11][C:12]1[CH:13]=[CH:14][C:15]([N+:18]([O-:20])=[O:19])=[CH:16][CH:17]=1. The yield is 0.617. (3) The reactants are C[O:2][C:3]([C:5]1[C:13]2[O:12][C:11]([NH:14][CH:15]3[CH2:20][CH2:19][N:18]([CH2:21][C:22]4[CH:27]=[CH:26][C:25]([CH3:28])=[C:24]([O:29][CH2:30][CH3:31])[CH:23]=4)[CH2:17][CH2:16]3)=[N:10][C:9]=2[CH:8]=[CH:7][CH:6]=1)=[O:4].[Li+].[OH-].O.Cl. The catalyst is C1COCC1.CO. The product is [CH2:30]([O:29][C:24]1[CH:23]=[C:22]([CH:27]=[CH:26][C:25]=1[CH3:28])[CH2:21][N:18]1[CH2:17][CH2:16][CH:15]([NH:14][C:11]2[O:12][C:13]3[C:5]([C:3]([OH:4])=[O:2])=[CH:6][CH:7]=[CH:8][C:9]=3[N:10]=2)[CH2:20][CH2:19]1)[CH3:31]. The yield is 0.960. (4) The reactants are [OH:1][CH2:2][C@@H:3]1[CH2:8][C:7]([C:9]2[N:10]=[C:11]([SH:14])[S:12][CH:13]=2)=[CH:6][CH2:5][N:4]1[C:15]([O:17][CH2:18][CH:19]=[CH2:20])=[O:16].[CH3:21][O:22][C:23]1[CH:30]=[CH:29][C:26]([CH2:27]Cl)=[CH:25][CH:24]=1.C(N(CC)CC)C.C(=O)([O-])O.[Na+]. The catalyst is C1COCC1.C(OCC)(=O)C. The product is [OH:1][CH2:2][C@@H:3]1[CH2:8][C:7]([C:9]2[N:10]=[C:11]([S:14][CH2:27][C:26]3[CH:29]=[CH:30][C:23]([O:22][CH3:21])=[CH:24][CH:25]=3)[S:12][CH:13]=2)=[CH:6][CH2:5][N:4]1[C:15]([O:17][CH2:18][CH:19]=[CH2:20])=[O:16]. The yield is 0.500. (5) The catalyst is CO. The yield is 0.470. The reactants are C(OC([N:8]1[CH2:14][CH2:13][CH2:12][N:11]([C:15](=[O:33])[C:16]2[CH:21]=[CH:20][C:19](/[CH:22]=[CH:23]/[C:24]3[C:32]4[C:27](=[CH:28][CH:29]=[CH:30][CH:31]=4)[NH:26][N:25]=3)=[CH:18][CH:17]=2)[CH2:10][CH2:9]1)=O)(C)(C)C.[ClH:34].CO. The product is [ClH:34].[ClH:34].[NH:26]1[C:27]2[C:32](=[CH:31][CH:30]=[CH:29][CH:28]=2)[C:24](/[CH:23]=[CH:22]/[C:19]2[CH:18]=[CH:17][C:16]([C:15]([N:11]3[CH2:12][CH2:13][CH2:14][NH:8][CH2:9][CH2:10]3)=[O:33])=[CH:21][CH:20]=2)=[N:25]1.